This data is from Forward reaction prediction with 1.9M reactions from USPTO patents (1976-2016). The task is: Predict the product of the given reaction. Given the reactants Cl[C:2]1[C:3]2[C:10]([C:11]3[CH:12]=[N:13][N:14]([CH:16]4[CH2:21][CH2:20][CH2:19][CH2:18][O:17]4)[CH:15]=3)=[CH:9][N:8]([CH2:22][O:23][CH2:24][CH2:25][Si:26]([CH3:29])([CH3:28])[CH3:27])[C:4]=2[N:5]=[CH:6][N:7]=1.[NH:30]1[CH2:35][CH2:34][O:33][CH2:32][CH2:31]1.C(N(CC)C(C)C)(C)C, predict the reaction product. The product is: [N:30]1([C:2]2[C:3]3[C:10]([C:11]4[CH:12]=[N:13][N:14]([CH:16]5[CH2:21][CH2:20][CH2:19][CH2:18][O:17]5)[CH:15]=4)=[CH:9][N:8]([CH2:22][O:23][CH2:24][CH2:25][Si:26]([CH3:28])([CH3:29])[CH3:27])[C:4]=3[N:5]=[CH:6][N:7]=2)[CH2:35][CH2:34][O:33][CH2:32][CH2:31]1.